This data is from Full USPTO retrosynthesis dataset with 1.9M reactions from patents (1976-2016). The task is: Predict the reactants needed to synthesize the given product. Given the product [CH2:13]([NH:17][C:4](=[O:11])[C:5]([CH3:9])([CH3:10])[C:6]([OH:7])=[O:8])[CH2:14][CH2:15][CH3:16], predict the reactants needed to synthesize it. The reactants are: CC1(C)[O:7][C:6](=[O:8])[C:5]([CH3:10])([CH3:9])[C:4](=[O:11])O1.[CH2:13]([NH2:17])[CH2:14][CH2:15][CH3:16].